From a dataset of Reaction yield outcomes from USPTO patents with 853,638 reactions. Predict the reaction yield, written as a fraction of the theoretical maximum amount of product (1.0 means a 100% yield; for example, 0.34 means a 34% yield). The reactants are [BH4-].[Na+].B(F)(F)F.CCOCC.[CH:12]([C@H:25]1[O:30][CH2:29][C@@H:28]([NH:31][C:32](=O)[CH2:33][C:34]2[CH:39]=[CH:38][C:37]([F:40])=[CH:36][CH:35]=2)[CH2:27][CH2:26]1)([C:19]1[CH:24]=[CH:23][CH:22]=[CH:21][CH:20]=1)[C:13]1[CH:18]=[CH:17][CH:16]=[CH:15][CH:14]=1.CO. The catalyst is C1COCC1. The product is [CH:12]([C@H:25]1[O:30][CH2:29][C@@H:28]([NH:31][CH2:32][CH2:33][C:34]2[CH:39]=[CH:38][C:37]([F:40])=[CH:36][CH:35]=2)[CH2:27][CH2:26]1)([C:13]1[CH:18]=[CH:17][CH:16]=[CH:15][CH:14]=1)[C:19]1[CH:20]=[CH:21][CH:22]=[CH:23][CH:24]=1. The yield is 0.810.